Dataset: TCR-epitope binding with 47,182 pairs between 192 epitopes and 23,139 TCRs. Task: Binary Classification. Given a T-cell receptor sequence (or CDR3 region) and an epitope sequence, predict whether binding occurs between them. The TCR CDR3 sequence is CASSPTGTAAYEQYF. The epitope is LLWNGPMAV. Result: 1 (the TCR binds to the epitope).